Predict the product of the given reaction. From a dataset of Forward reaction prediction with 1.9M reactions from USPTO patents (1976-2016). Given the reactants Br[C:2]1[CH:3]=[C:4]([C:8]2[N:9]=[C:10]([CH2:13][N:14]3[CH:18]=[C:17]([C:19]([O:21][CH2:22][CH3:23])=[O:20])[CH:16]=[N:15]3)[S:11][CH:12]=2)[CH:5]=[CH:6][CH:7]=1.C1(/C=C/B(O)O)C=CC=CC=1.C(=O)([O-])[O-].[K+].[K+].C(COC)OC, predict the reaction product. The product is: [C:4]1([C:8]2[N:9]=[C:10]([CH2:13][N:14]3[CH:18]=[C:17]([C:19]([O:21][CH2:22][CH3:23])=[O:20])[CH:16]=[N:15]3)[S:11][CH:12]=2)[CH:5]=[CH:6][CH:7]=[CH:2][CH:3]=1.